This data is from Forward reaction prediction with 1.9M reactions from USPTO patents (1976-2016). The task is: Predict the product of the given reaction. (1) Given the reactants [C:18]1(P([C:14]2[CH:19]=[CH:18][CH:17]=CC=2)[C:18]2[CH:17]=CC=[CH:14][CH:19]=2)[CH:17]=CC=[CH:14][CH:19]=1.[N:20](C(OC(C)C)=O)=NC(OC(C)C)=O.[Br:34][C:35]1[CH:36]=[C:37]([OH:41])[CH:38]=[N:39][CH:40]=1.[OH:42][CH:43]1[CH2:47]C[C@@H](C(=O)C)C1, predict the reaction product. The product is: [Br:34][C:35]1[CH:36]=[C:37]([O:41][C@H:19]2[CH2:18][CH2:17][N:20]([C:43](=[O:42])[CH3:47])[CH2:14]2)[CH:38]=[N:39][CH:40]=1. (2) Given the reactants [Cl:1][C:2]1[CH:11]=[CH:10][C:5]([C:6](=[N:8][OH:9])[NH2:7])=[CH:4][CH:3]=1.[CH3:12][C:13]1[S:14][C:15]([C:22]([O-])=O)=[C:16]([C:18]([F:21])([F:20])[F:19])[N:17]=1, predict the reaction product. The product is: [CH3:12][C:13]1[S:14][C:15]([C:22]2[O:9][N:8]=[C:6]([C:5]3[CH:10]=[CH:11][C:2]([Cl:1])=[CH:3][CH:4]=3)[N:7]=2)=[C:16]([C:18]([F:21])([F:19])[F:20])[N:17]=1. (3) Given the reactants [O:1]=[C:2]1[CH2:6][CH2:5][CH2:4][N:3]1[C:7]1[N:8]=[CH:9][C:10]([O:13][C:14]2[CH:31]=[CH:30][C:17]3[CH2:18][CH2:19][N:20]([C:23](OC(C)(C)C)=O)[CH2:21][CH2:22][C:16]=3[CH:15]=2)=[N:11][CH:12]=1.[CH:32]1(C=O)[CH2:34][CH2:33]1.C(O[BH-](OC(=O)C)OC(=O)C)(=O)C.[Na+], predict the reaction product. The product is: [CH:32]1([CH2:23][N:20]2[CH2:19][CH2:18][C:17]3[CH:30]=[CH:31][C:14]([O:13][C:10]4[N:11]=[CH:12][C:7]([N:3]5[CH2:4][CH2:5][CH2:6][C:2]5=[O:1])=[N:8][CH:9]=4)=[CH:15][C:16]=3[CH2:22][CH2:21]2)[CH2:34][CH2:33]1. (4) Given the reactants [S:1]1[CH:5]=[CH:4][CH:3]=[C:2]1[C:6]1[C:11]2=[N:12][S:13][N:14]=[C:10]2[C:9]([C:15]2[S:19][C:18]([CH:20]=[O:21])=[CH:17][CH:16]=2)=[CH:8][CH:7]=1.[BH4-].[Na+], predict the reaction product. The product is: [S:1]1[CH:5]=[CH:4][CH:3]=[C:2]1[C:6]1[C:11]2=[N:12][S:13][N:14]=[C:10]2[C:9]([C:15]2[S:19][C:18]([CH2:20][OH:21])=[CH:17][CH:16]=2)=[CH:8][CH:7]=1. (5) Given the reactants C(OC(=O)[NH:7][C:8]1[CH:13]=[C:12]([CH3:14])[C:11]([C:15]([F:18])([F:17])[F:16])=[CH:10][C:9]=1[NH:19][C:20](=[O:37])[CH2:21][C:22]([C:24]1[CH:29]=[CH:28][CH:27]=[C:26]([C:30]2[CH:31]=[N:32][CH:33]=[CH:34][C:35]=2[CH3:36])[CH:25]=1)=O)(C)(C)C.C(O)(C(F)(F)F)=O, predict the reaction product. The product is: [CH3:14][C:12]1[C:11]([C:15]([F:18])([F:17])[F:16])=[CH:10][C:9]2[NH:19][C:20](=[O:37])[CH2:21][C:22]([C:24]3[CH:29]=[CH:28][CH:27]=[C:26]([C:30]4[CH:31]=[N:32][CH:33]=[CH:34][C:35]=4[CH3:36])[CH:25]=3)=[N:7][C:8]=2[CH:13]=1. (6) Given the reactants Br[C:2]1[C:3]([F:19])=[CH:4][C:5]2[O:14][CH2:13][CH2:12][C:11]3[S:10][C:9]([C:15]([NH2:17])=[O:16])=[N:8][C:7]=3[C:6]=2[CH:18]=1.[CH3:20][C:21]([OH:25])([C:23]#[CH:24])[CH3:22], predict the reaction product. The product is: [F:19][C:3]1[C:2]([C:24]#[C:23][C:21]([OH:25])([CH3:22])[CH3:20])=[CH:18][C:6]2[C:7]3[N:8]=[C:9]([C:15]([NH2:17])=[O:16])[S:10][C:11]=3[CH2:12][CH2:13][O:14][C:5]=2[CH:4]=1.